Dataset: Reaction yield outcomes from USPTO patents with 853,638 reactions. Task: Predict the reaction yield, written as a fraction of the theoretical maximum amount of product (1.0 means a 100% yield; for example, 0.34 means a 34% yield). (1) The reactants are C(=O)([O-])[O-].[Cs+].[Cs+].C1C=CC(P(C2C=CC3C(=CC=CC=3)C=2C2C3C(=CC=CC=3)C=CC=2P(C2C=CC=CC=2)C2C=CC=CC=2)C2C=CC=CC=2)=CC=1.[Cl:53][C:54]1[CH:61]=[CH:60][C:57]([CH2:58][NH2:59])=[CH:56][CH:55]=1.[CH2:62]([C:69]1[C:73]2[C:74](Cl)=[N:75][CH:76]=[CH:77][C:72]=2[NH:71][C:70]=1[CH3:79])[C:63]1[CH:68]=[CH:67][CH:66]=[CH:65][CH:64]=1. The catalyst is C1(C)C=CC=CC=1.C1C=CC(/C=C/C(/C=C/C2C=CC=CC=2)=O)=CC=1.C1C=CC(/C=C/C(/C=C/C2C=CC=CC=2)=O)=CC=1.C1C=CC(/C=C/C(/C=C/C2C=CC=CC=2)=O)=CC=1.[Pd].[Pd]. The product is [ClH:53].[CH2:62]([C:69]1[C:73]2[C:74]([NH:59][CH2:58][C:57]3[CH:60]=[CH:61][C:54]([Cl:53])=[CH:55][CH:56]=3)=[N:75][CH:76]=[CH:77][C:72]=2[NH:71][C:70]=1[CH3:79])[C:63]1[CH:64]=[CH:65][CH:66]=[CH:67][CH:68]=1. The yield is 0.422. (2) The reactants are [NH2:1][C:2]1[N:10]=[C:9]2[C:5]([NH:6][CH:7]=[N:8]2)=[C:4]([I:11])[N:3]=1.Br[CH2:13][C:14]([O:16][CH2:17][CH3:18])=[O:15].C(=O)([O-])[O-].[K+].[K+]. The catalyst is CN(C=O)C. The product is [CH2:17]([O:16][C:14](=[O:15])[CH2:13][N:8]1[CH:7]=[N:6][C:5]2[C:9]1=[N:10][C:2]([NH2:1])=[N:3][C:4]=2[I:11])[CH3:18]. The yield is 0.950.